From a dataset of Forward reaction prediction with 1.9M reactions from USPTO patents (1976-2016). Predict the product of the given reaction. (1) Given the reactants [F:1][C:2]([F:18])([F:17])[C:3]([F:16])=[C:4]([F:15])[C:5]([F:14])([C:10]([F:13])([F:12])[F:11])[C:6]([F:9])([F:8])[F:7].[OH-:19].[K+].OO, predict the reaction product. The product is: [F:15][C:4]1([C:5]([F:14])([C:6]([F:9])([F:8])[F:7])[C:10]([F:12])([F:11])[F:13])[C:3]([F:16])([C:2]([F:17])([F:18])[F:1])[O:19]1. (2) Given the reactants C(=O)(O)[O-].[Na+].[NH2:6][C:7]1[CH:8]=[C:9]([CH2:14][C:15]([O:17][CH3:18])=[O:16])[CH:10]=[CH:11][C:12]=1[OH:13].[F:19][C:20]([F:31])([C:27]([F:30])([F:29])[F:28])[C:21]([F:26])([F:25])[C:22](Cl)=[O:23], predict the reaction product. The product is: [F:19][C:20]([F:31])([C:27]([F:28])([F:29])[F:30])[C:21]([F:26])([F:25])[C:22]([NH:6][C:7]1[CH:8]=[C:9]([CH2:14][C:15]([O:17][CH3:18])=[O:16])[CH:10]=[CH:11][C:12]=1[OH:13])=[O:23]. (3) Given the reactants C1N2CN3CN(C2)CN1C3.[Cl:11][C:12]1[CH:17]=[CH:16][CH:15]=[C:14]([CH3:18])[C:13]=1[OH:19].FC(F)(F)[C:22](O)=[O:23], predict the reaction product. The product is: [Cl:11][C:12]1[CH:17]=[C:16]([CH:15]=[C:14]([CH3:18])[C:13]=1[OH:19])[CH:22]=[O:23]. (4) Given the reactants [F:1][C:2]1[CH:7]=[CH:6][C:5]([C:8](Cl)=[O:9])=[CH:4][N:3]=1.[CH3:11][CH:12]1[CH2:24][C:16]2[N:17]=[C:18]([NH:20][C:21](=[O:23])[CH3:22])[S:19][C:15]=2[C:14](=[O:25])[CH2:13]1, predict the reaction product. The product is: [F:1][C:2]1[N:3]=[CH:4][C:5]([C:8]([CH:13]2[CH:12]([CH3:11])[CH2:24][C:16]3[N:17]=[C:18]([NH:20][C:21](=[O:23])[CH3:22])[S:19][C:15]=3[C:14]2=[O:25])=[O:9])=[CH:6][CH:7]=1. (5) Given the reactants Cl[C:2]1[CH:7]=[C:6]([C:8]2[CH:13]=[C:12]([Cl:14])[CH:11]=[CH:10][C:9]=2[CH3:15])[N:5]=[C:4]([NH2:16])[N:3]=1.[CH3:17][O:18][C:19]1[CH:24]=[CH:23][C:22]([NH2:25])=[CH:21][CH:20]=1, predict the reaction product. The product is: [Cl:14][C:12]1[CH:11]=[CH:10][C:9]([CH3:15])=[C:8]([C:6]2[N:5]=[C:4]([NH2:16])[N:3]=[C:2]([NH:25][C:22]3[CH:23]=[CH:24][C:19]([O:18][CH3:17])=[CH:20][CH:21]=3)[CH:7]=2)[CH:13]=1. (6) Given the reactants [C:1]([O:4][CH2:5][C@H:6]([N:8]1[CH:17]=[CH:16][C:15]2[C:10](=[CH:11][CH:12]=[C:13]([Cl:21])[C:14]=2[N+:18]([O-])=O)[C:9]1=[O:22])[CH3:7])(=[O:3])[CH3:2].C(O)C.[Cl-].[NH4+].O, predict the reaction product. The product is: [C:1]([O:4][CH2:5][C@H:6]([N:8]1[CH:17]=[CH:16][C:15]2[C:10](=[CH:11][CH:12]=[C:13]([Cl:21])[C:14]=2[NH2:18])[C:9]1=[O:22])[CH3:7])(=[O:3])[CH3:2].